Dataset: Full USPTO retrosynthesis dataset with 1.9M reactions from patents (1976-2016). Task: Predict the reactants needed to synthesize the given product. (1) Given the product [CH3:1][N:2]1[C:10]2[C@@:9]3([CH3:14])[C:11]([CH3:12])([CH3:13])[C@H:6]([CH2:7][CH2:8]3)[C:5]=2[C:4](=[O:15])[N:3]1[CH2:17][C:18]1[C:19]([C:42]([F:45])([F:43])[F:44])=[N:20][N:21]([C:23]([C:36]2[CH:37]=[CH:38][CH:39]=[CH:40][CH:41]=2)([C:30]2[CH:35]=[CH:34][CH:33]=[CH:32][CH:31]=2)[C:24]2[CH:29]=[CH:28][CH:27]=[CH:26][CH:25]=2)[CH:22]=1, predict the reactants needed to synthesize it. The reactants are: [CH3:1][N:2]1[C:10]2[C@@:9]3([CH3:14])[C:11]([CH3:13])([CH3:12])[C@H:6]([CH2:7][CH2:8]3)[C:5]=2[C:4](=[O:15])[NH:3]1.Br[CH2:17][C:18]1[C:19]([C:42]([F:45])([F:44])[F:43])=[N:20][N:21]([C:23]([C:36]2[CH:41]=[CH:40][CH:39]=[CH:38][CH:37]=2)([C:30]2[CH:35]=[CH:34][CH:33]=[CH:32][CH:31]=2)[C:24]2[CH:29]=[CH:28][CH:27]=[CH:26][CH:25]=2)[CH:22]=1. (2) Given the product [CH3:1][C:2]1([CH3:21])[CH2:6][O:5][C:4](=[O:7])[N:3]1[C:8]1[S:9][CH:10]=[C:11]([C:13]2[CH:20]=[CH:19][C:16]([C:17](=[N:22][OH:23])[NH2:18])=[CH:15][CH:14]=2)[N:12]=1, predict the reactants needed to synthesize it. The reactants are: [CH3:1][C:2]1([CH3:21])[CH2:6][O:5][C:4](=[O:7])[N:3]1[C:8]1[S:9][CH:10]=[C:11]([C:13]2[CH:20]=[CH:19][C:16]([C:17]#[N:18])=[CH:15][CH:14]=2)[N:12]=1.[NH2:22][OH:23].CS(C)=O. (3) Given the product [O:1]([CH2:2][C:3]1[CH:4]=[N:5][C:6]([NH:9][C:10]2[CH:11]=[CH:12][CH:13]=[CH:14][CH:15]=2)=[N:7][CH:8]=1)[Si:21]([C:24]([CH3:27])([CH3:26])[CH3:25])([CH3:23])[CH3:22], predict the reactants needed to synthesize it. The reactants are: [OH:1][CH2:2][C:3]1[CH:4]=[N:5][C:6]([NH:9][C:10]2[CH:15]=[CH:14][CH:13]=[CH:12][CH:11]=2)=[N:7][CH:8]=1.N1C=CN=C1.[Si:21](Cl)([C:24]([CH3:27])([CH3:26])[CH3:25])([CH3:23])[CH3:22]. (4) Given the product [Cl:18][C:6]1[C:7]2[CH:13]=[C:12]([OH:14])[C:11]([OH:16])=[CH:10][C:8]=2[S:9][C:5]=1[C:3]([OH:4])=[O:2], predict the reactants needed to synthesize it. The reactants are: C[O:2][C:3]([C:5]1[S:9][C:8]2[CH:10]=[C:11]([O:16]C)[C:12]([O:14]C)=[CH:13][C:7]=2[C:6]=1[Cl:18])=[O:4].B(Br)(Br)Br.